From a dataset of Catalyst prediction with 721,799 reactions and 888 catalyst types from USPTO. Predict which catalyst facilitates the given reaction. (1) Reactant: [OH:1][C@H:2]1[CH2:19][C@:5]2([C:20]3[CH:21]=[C:22]([C:26]4[CH:31]=[CH:30][CH:29]=[C:28]([O:32][CH3:33])[CH:27]=4)[CH:23]=[CH:24][CH:25]=3)[N:6]=[C:7]([NH:10][C:11](=[O:18])[C:12]3[CH:17]=[CH:16][CH:15]=[CH:14][CH:13]=3)[S:8][CH2:9][C@@H:4]2[CH2:3]1.Cl[CH2:35][O:36][CH3:37].C(N(C(C)C)CC)(C)C. Product: [CH3:33][O:32][C:28]1[CH:27]=[C:26]([C:22]2[CH:23]=[CH:24][CH:25]=[C:20]([C@:5]34[CH2:19][C@H:2]([O:1][CH2:35][O:36][CH3:37])[CH2:3][C@H:4]3[CH2:9][S:8][C:7]([NH:10][C:11](=[O:18])[C:12]3[CH:13]=[CH:14][CH:15]=[CH:16][CH:17]=3)=[N:6]4)[CH:21]=2)[CH:31]=[CH:30][CH:29]=1. The catalyst class is: 4. (2) Reactant: [H-].[Al+3].[Li+].[H-].[H-].[H-].[CH3:7][CH:8]1[CH2:13][N:12]2[N:14]=[C:15]([CH2:17][O:18][C:19]3[CH:24]=[CH:23][CH:22]=[CH:21][CH:20]=3)[CH:16]=[C:11]2[C:10](=O)[NH:9]1. Product: [CH3:7][CH:8]1[CH2:13][N:12]2[N:14]=[C:15]([CH2:17][O:18][C:19]3[CH:24]=[CH:23][CH:22]=[CH:21][CH:20]=3)[CH:16]=[C:11]2[CH2:10][NH:9]1. The catalyst class is: 49. (3) Product: [CH2:7]([NH:25][CH2:26][CH2:27][CH2:28][CH2:29][OH:30])[CH2:8][CH2:9][CH2:10][CH2:11][CH2:12][CH2:13][CH2:14][CH2:15][CH2:16][CH2:17][CH2:18][CH2:19][CH2:20][CH2:21][CH2:22][CH2:23][CH3:24]. Reactant: [H-].[H-].[H-].[H-].[Li+].[Al+3].[CH2:7]([NH:25][C:26](=O)[CH2:27][CH2:28][C:29](O)=[O:30])[CH2:8][CH2:9][CH2:10][CH2:11][CH2:12][CH2:13][CH2:14][CH2:15][CH2:16][CH2:17][CH2:18][CH2:19][CH2:20][CH2:21][CH2:22][CH2:23][CH3:24]. The catalyst class is: 28. (4) Reactant: [CH3:1][N:2]([CH3:22])[C:3](=[O:21])[C:4](=[O:20])[C:5]1[CH:6]=[N:7][CH:8]=[C:9](B2OC(C)(C)C(C)(C)O2)[CH:10]=1.Br[C:24]1[CH:25]=[C:26]2[C:32]([C:33]3[CH:38]=[CH:37][CH:36]=[CH:35][C:34]=3[O:39][CH3:40])=[CH:31][NH:30][C:27]2=[N:28][CH:29]=1.C([O-])([O-])=O.[Na+].[Na+].O=[N-]. Product: [CH3:40][O:39][C:34]1[CH:35]=[CH:36][CH:37]=[CH:38][C:33]=1[C:32]1[C:26]2[C:27](=[N:28][CH:29]=[C:24]([C:9]3[CH:10]=[C:5]([C:4](=[O:20])[C:3]([N:2]([CH3:1])[CH3:22])=[O:21])[CH:6]=[N:7][CH:8]=3)[CH:25]=2)[NH:30][CH:31]=1. The catalyst class is: 10. (5) Reactant: Br[C:2]1[CH:9]=[CH:8][C:5]([NH:6][CH3:7])=[CH:4][CH:3]=1.[Cl:10][C:11]1[CH:16]=[CH:15][C:14](B(O)O)=[CH:13][CH:12]=1.C([O-])([O-])=O.[K+].[K+].O. Product: [Cl:10][C:11]1[CH:16]=[CH:15][C:14]([C:2]2[CH:9]=[CH:8][C:5]([NH:6][CH3:7])=[CH:4][CH:3]=2)=[CH:13][CH:12]=1. The catalyst class is: 800. (6) Reactant: C([O:3][C:4]([C@@H:6]1[C@@H:11]2[C@H:7]1[CH2:8][C@@H:9]([OH:32])[CH:10]2[NH:12][C:13]1[CH:18]=[CH:17][C:16]([F:19])=[C:15]([C@:20]2([CH3:31])[C:25]([CH3:27])([CH3:26])[C:24](=[O:28])[N:23]([CH3:29])[C:22]([NH2:30])=[N:21]2)[CH:14]=1)=[O:5])C.[Li+].[OH-]. Product: [NH2:30][C:22]1[N:23]([CH3:29])[C:24](=[O:28])[C:25]([CH3:26])([CH3:27])[C@:20]([C:15]2[CH:14]=[C:13]([NH:12][CH:10]3[C@H:9]([OH:32])[CH2:8][C@@H:7]4[C@H:11]3[C@H:6]4[C:4]([OH:5])=[O:3])[CH:18]=[CH:17][C:16]=2[F:19])([CH3:31])[N:21]=1. The catalyst class is: 87. (7) Reactant: [Cl:1][C:2]1[CH:3]=[C:4]([O:10][C:11]2[C:12]([F:28])=[C:13]([CH2:19][NH:20][C:21](=[O:27])[O:22][C:23]([CH3:26])([CH3:25])[CH3:24])[CH:14]=[CH:15][C:16]=2[CH:17]=C)[CH:5]=[C:6]([C:8]#[N:9])[CH:7]=1.I([O-])(=O)(=O)=[O:30].[Na+].C(OCC)(=O)C. Product: [Cl:1][C:2]1[CH:3]=[C:4]([O:10][C:11]2[C:12]([F:28])=[C:13]([CH2:19][NH:20][C:21](=[O:27])[O:22][C:23]([CH3:24])([CH3:26])[CH3:25])[CH:14]=[CH:15][C:16]=2[CH:17]=[O:30])[CH:5]=[C:6]([C:8]#[N:9])[CH:7]=1. The catalyst class is: 822. (8) Product: [Cl:25][C:21]1[CH:22]=[CH:23][N:24]=[C:17]2[C:18]=1[CH:19]=[CH:10][C:9]([C:7]1[C:6]([C:12]([F:15])([F:14])[F:13])=[CH:5][N:4]=[C:3]([OH:2])[N:8]=1)=[N:16]2. Reactant: C[O:2][C:3]1[N:8]=[C:7]([C:9](=O)[CH3:10])[C:6]([C:12]([F:15])([F:14])[F:13])=[CH:5][N:4]=1.[NH2:16][C:17]1[N:24]=[CH:23][CH:22]=[C:21]([Cl:25])[C:18]=1[CH:19]=O. The catalyst class is: 1. (9) Reactant: [CH2:1]([C:3]([CH2:8][CH2:9][CH2:10][CH3:11])([CH2:6][OH:7])[CH2:4][OH:5])[CH3:2].[P:12](Cl)(Cl)Cl.[CH3:16][O:17][C:18](=[O:32])[CH2:19][CH2:20][C:21]1[CH:26]=[CH:25][C:24]([OH:27])=[C:23]([C:28]([CH3:31])([CH3:30])[CH3:29])[CH:22]=1.C(N(CC)CC)C. Product: [CH3:16][O:17][C:18](=[O:32])[CH2:19][CH2:20][C:21]1[CH:26]=[CH:25][C:24]([O:27][P:12]2[O:7][CH2:6][C:3]([CH2:8][CH2:9][CH2:10][CH3:11])([CH2:1][CH3:2])[CH2:4][O:5]2)=[C:23]([C:28]([CH3:29])([CH3:31])[CH3:30])[CH:22]=1. The catalyst class is: 11. (10) The catalyst class is: 18. Reactant: C([N:8]1[C:12]2[CH:13]=[CH:14][C:15]([NH:17][CH2:18][C:19]3[CH:24]=[CH:23][C:22]([O:25][CH3:26])=[CH:21][CH:20]=3)=[CH:16][C:11]=2[N:10]=[CH:9]1)(OC(C)(C)C)=O.C([O-])([O-])=O.[K+].[K+].[CH2:33](Br)[C:34]1[CH:39]=[CH:38][CH:37]=[CH:36][CH:35]=1. Product: [CH3:26][O:25][C:22]1[CH:21]=[CH:20][C:19]([CH2:18][N:17]([CH2:33][C:34]2[CH:39]=[CH:38][CH:37]=[CH:36][CH:35]=2)[C:15]2[CH:14]=[CH:13][C:12]3[N:8]=[CH:9][NH:10][C:11]=3[CH:16]=2)=[CH:24][CH:23]=1.